This data is from Full USPTO retrosynthesis dataset with 1.9M reactions from patents (1976-2016). The task is: Predict the reactants needed to synthesize the given product. (1) Given the product [NH2:8][C:9]1[C:10]2[C:17]([C:18]([NH:41][NH:40][C:42]([O:44][C:45]([CH3:48])([CH3:47])[CH3:46])=[O:43])=[O:20])=[CH:16][N:15]([C@@H:21]3[O:33][C@H:32]([CH2:27][O:28][C:29](=[O:31])[CH3:30])[C@@H:34]([O:35][C:36](=[O:38])[CH3:37])[C@@:22]3([CH3:39])[O:23][C:24](=[O:26])[CH3:25])[C:11]=2[N:12]=[CH:13][N:14]=1, predict the reactants needed to synthesize it. The reactants are: CN1CCOCC1.[NH2:8][C:9]1[C:10]2[C:17]([C:18]([OH:20])=O)=[CH:16][N:15]([C@@H:21]3[O:33][C@H:32]([CH2:34][O:35][C:36](=[O:38])[CH3:37])[C@@H:27]([O:28][C:29](=[O:31])[CH3:30])[C@@:22]3([CH3:39])[O:23][C:24](=[O:26])[CH3:25])[C:11]=2[N:12]=[CH:13][N:14]=1.[NH:40]([C:42]([O:44][C:45]([CH3:48])([CH3:47])[CH3:46])=[O:43])[NH2:41].O.N1(O)C2C=CC=CC=2N=N1. (2) Given the product [NH2:1][C:2]1[CH:7]=[CH:6][C:5]([CH2:8][CH2:9][CH2:10][CH3:12])=[CH:4][N:3]=1, predict the reactants needed to synthesize it. The reactants are: [NH2:1][C:2]1[CH:7]=[CH:6][C:5]([CH2:8][CH2:9][CH3:10])=[CH:4][N:3]=1.N[C:12]1C=CC(Br)=CN=1.C([Mg]Cl)CCC. (3) Given the product [NH2:1][C:2]1[CH:7]=[C:6]([F:8])[C:5]([F:9])=[CH:4][C:3]=1[NH:10][C:14](=[O:15])[C@@H:12]([NH:11][C:17](=[O:18])[O:19][C:20]([CH3:22])([CH3:21])[CH3:23])[CH3:13], predict the reactants needed to synthesize it. The reactants are: [NH2:1][C:2]1[CH:7]=[C:6]([F:8])[C:5]([F:9])=[CH:4][C:3]=1[NH2:10].[NH:11]([C:17]([O:19][C:20]([CH3:23])([CH3:22])[CH3:21])=[O:18])[C@H:12]([C:14](O)=[O:15])[CH3:13].Cl.CN(C)CCCN=C=NCC.C(N(CC)CC)C. (4) Given the product [CH3:43][O:44][C:45](=[O:53])[CH2:46][CH:47]1[CH2:48][CH2:49][N:50]([C:11]([N:13]2[CH2:18][CH2:17][CH:16]([C:19]3[CH:20]=[CH:21][C:22]([NH:25][C:26]([C:28]4[N:29]=[C:30]([C:37]5[CH:38]=[CH:39][CH:40]=[CH:41][CH:42]=5)[O:31][C:32]=4[C:33]([F:35])([F:34])[F:36])=[O:27])=[CH:23][CH:24]=3)[CH2:15][CH2:14]2)=[O:10])[CH2:51][CH2:52]1, predict the reactants needed to synthesize it. The reactants are: [N+](C1C=CC([O:10][C:11]([N:13]2[CH2:18][CH2:17][CH:16]([C:19]3[CH:24]=[CH:23][C:22]([NH:25][C:26]([C:28]4[N:29]=[C:30]([C:37]5[CH:42]=[CH:41][CH:40]=[CH:39][CH:38]=5)[O:31][C:32]=4[C:33]([F:36])([F:35])[F:34])=[O:27])=[CH:21][CH:20]=3)[CH2:15][CH2:14]2)=O)=CC=1)([O-])=O.[CH3:43][O:44][C:45](=[O:53])[CH2:46][CH:47]1[CH2:52][CH2:51][NH:50][CH2:49][CH2:48]1.C(N(CC)C(C)C)(C)C. (5) Given the product [C:14]1([NH:13][C:2]2[N:3]=[N+:4]([O-:12])[C:5]3[CH:11]=[CH:10][CH:9]=[CH:8][C:6]=3[N:7]=2)[CH:19]=[CH:18][CH:17]=[CH:16][CH:15]=1, predict the reactants needed to synthesize it. The reactants are: Cl[C:2]1[N:3]=[N+:4]([O-:12])[C:5]2[CH:11]=[CH:10][CH:9]=[CH:8][C:6]=2[N:7]=1.[NH2:13][C:14]1[CH:19]=[CH:18][CH:17]=[CH:16][CH:15]=1. (6) Given the product [OH:17][C:13]1[CH:12]=[C:11](/[C:4](/[CH2:3][O:2][CH3:1])=[CH:5]/[C:6]([O:8][CH2:9][CH3:10])=[O:7])[CH:16]=[CH:15][CH:14]=1, predict the reactants needed to synthesize it. The reactants are: [CH3:1][O:2][CH2:3]/[C:4](/[C:11]1[CH:16]=[CH:15][CH:14]=[C:13]([O:17]C2CCCCO2)[CH:12]=1)=[CH:5]\[C:6]([O:8][CH2:9][CH3:10])=[O:7].